This data is from Full USPTO retrosynthesis dataset with 1.9M reactions from patents (1976-2016). The task is: Predict the reactants needed to synthesize the given product. Given the product [F:47][C:44]1[CH:45]=[C:46]2[C:41](=[CH:42][CH:43]=1)[NH:40][CH:39]=[C:38]2[CH2:37][CH2:36][CH2:35][N:4]1[CH2:5][CH2:6][N:1]([C:7]2[CH:8]=[CH:9][C:10]([N:13]3[CH:22]=[CH:21][C:20]4[C:15](=[CH:16][CH:17]=[CH:18][CH:19]=4)[C:14]3=[O:23])=[CH:11][CH:12]=2)[CH2:2][CH2:3]1, predict the reactants needed to synthesize it. The reactants are: [N:1]1([C:7]2[CH:12]=[CH:11][C:10]([N:13]3[CH:22]=[CH:21][C:20]4[C:15](=[CH:16][CH:17]=[CH:18][CH:19]=4)[C:14]3=[O:23])=[CH:9][CH:8]=2)[CH2:6][CH2:5][NH:4][CH2:3][CH2:2]1.CC1C=CC(S(O[CH2:35][CH2:36][CH2:37][C:38]2[C:46]3[C:41](=[CH:42][CH:43]=[C:44]([F:47])[CH:45]=3)[NH:40][CH:39]=2)(=O)=O)=CC=1.C(=O)([O-])[O-].[K+].[K+].[I-].[K+].